From a dataset of Full USPTO retrosynthesis dataset with 1.9M reactions from patents (1976-2016). Predict the reactants needed to synthesize the given product. (1) Given the product [CH3:14][C:10]1[CH:9]=[C:8]([C:6](=[O:7])[C:5]([O:17][CH2:15][CH3:16])=[O:2])[CH:13]=[CH:12][CH:11]=1, predict the reactants needed to synthesize it. The reactants are: [Se](=O)=[O:2].Br[CH2:5][C:6]([C:8]1[CH:9]=[C:10]([CH3:14])[CH:11]=[CH:12][CH:13]=1)=[O:7].[CH2:15]([OH:17])[CH3:16]. (2) Given the product [CH3:28][C:20]([NH:19][C:18]([C:16]1[S:17][C:13]2[NH:12][N:11]=[C:10]([NH:9][C:7](=[O:8])[C:6]3[CH:5]=[CH:4][C:3]([O:2][CH3:1])=[CH:38][CH:37]=3)[C:14]=2[N:15]=1)=[O:29])([C:22]1[CH:27]=[CH:26][CH:25]=[CH:24][CH:23]=1)[CH3:21], predict the reactants needed to synthesize it. The reactants are: [CH3:1][O:2][C:3]1[CH:38]=[CH:37][C:6]([C:7]([NH:9][C:10]2[C:14]3[N:15]=[C:16]([C:18](=[O:29])[NH:19][C:20]([CH3:28])([C:22]4[CH:27]=[CH:26][CH:25]=[CH:24][CH:23]=4)[CH3:21])[S:17][C:13]=3[N:12](C(OC(C)(C)C)=O)[N:11]=2)=[O:8])=[CH:5][CH:4]=1.Cl.[Cl-].[Na+]. (3) Given the product [OH:1][C@H:2]1[CH2:17][C:16](=[O:18])[O:15][O:14][C@H:13](/[CH:19]=[CH:20]/[CH2:21][CH2:22][S:23][C:43](=[O:45])[CH3:44])[CH2:12][C:11](=[O:24])[NH:10][C@H:9]([CH:25]([CH3:27])[CH3:26])[C:8](=[O:28])[NH:7][C@H:6]([CH3:29])[C:5](=[O:30])[NH:4][C@@H:3]1[CH:31]([CH3:33])[CH3:32], predict the reactants needed to synthesize it. The reactants are: [OH:1][C@H:2]1[CH2:17][C:16](=[O:18])[O:15][O:14][C@H:13](/[CH:19]=[CH:20]/[CH2:21][CH2:22][SH:23])[CH2:12][C:11](=[O:24])[NH:10][C@H:9]([CH:25]([CH3:27])[CH3:26])[C:8](=[O:28])[NH:7][C@H:6]([CH3:29])[C:5](=[O:30])[NH:4][C@@H:3]1[CH:31]([CH3:33])[CH3:32].C(N(C(C)C)CC)(C)C.[C:43](Cl)(=[O:45])[CH3:44].Cl. (4) Given the product [CH:8]1([C:13]([N:15]2[CH2:16][CH2:17][CH:18]([C:21]3[C:29]4[C:24](=[CH:25][CH:26]=[C:27]([NH:30][S:31]([N:34]5[CH2:35][CH2:1][CH:2]([CH3:3])[CH2:37][CH2:38]5)(=[O:33])=[O:32])[CH:28]=4)[N:23]([CH3:40])[CH:22]=3)[CH2:19][CH2:20]2)=[O:14])[CH2:12][CH2:11][CH2:10][CH2:9]1, predict the reactants needed to synthesize it. The reactants are: [CH3:1][CH:2]1CCNC[CH2:3]1.[CH:8]1([C:13]([N:15]2[CH2:20][CH2:19][CH:18]([C:21]3[C:29]4[C:24](=[CH:25][CH:26]=[C:27]([NH:30][S:31]([N:34]5[CH2:38][CH2:37]O[C:35]5=O)(=[O:33])=[O:32])[CH:28]=4)[N:23]([CH3:40])[CH:22]=3)[CH2:17][CH2:16]2)=[O:14])[CH2:12][CH2:11][CH2:10][CH2:9]1.C(N(CC)CC)C.